From a dataset of Full USPTO retrosynthesis dataset with 1.9M reactions from patents (1976-2016). Predict the reactants needed to synthesize the given product. Given the product [CH3:18][O:19][C:20]1[C:25]2[O:26][CH:27]([CH2:30][N:1]3[CH2:2][CH:3]=[C:4]([C:7]4[C:15]5[C:10](=[CH:11][CH:12]=[C:13]([C:16]#[N:17])[CH:14]=5)[NH:9][CH:8]=4)[CH2:5][CH2:6]3)[CH2:28][O:29][C:24]=2[CH:23]=[CH:22][CH:21]=1, predict the reactants needed to synthesize it. The reactants are: [NH:1]1[CH2:6][CH:5]=[C:4]([C:7]2[C:15]3[C:10](=[CH:11][CH:12]=[C:13]([C:16]#[N:17])[CH:14]=3)[NH:9][CH:8]=2)[CH2:3][CH2:2]1.[CH3:18][O:19][C:20]1[C:25]2[O:26][C@H:27]([CH2:30]C3C=C(C)C=CC=3S([O-])(=O)=O)[CH2:28][O:29][C:24]=2[CH:23]=[CH:22][CH:21]=1.